Task: Predict the reactants needed to synthesize the given product.. Dataset: Full USPTO retrosynthesis dataset with 1.9M reactions from patents (1976-2016) (1) Given the product [CH2:19]([O:4][CH2:3][C:2](=[CH2:1])[CH2:5][OH:6])[C:20]1[CH:25]=[CH:24][CH:23]=[CH:22][CH:21]=1, predict the reactants needed to synthesize it. The reactants are: [CH2:1]=[C:2]([CH2:5][OH:6])[CH2:3][OH:4].C([Sn](=O)CCCC)CCC.[F-].[Cs+].[CH2:19](Br)[C:20]1[CH:25]=[CH:24][CH:23]=[CH:22][CH:21]=1. (2) Given the product [CH3:23][O:20][C:17]([C:13]1[S:14][C:10]2[CH:9]=[C:8]([O:1][C:2]3[CH:3]=[CH:4][CH:5]=[CH:6][CH:7]=3)[CH:16]=[CH:15][C:11]=2[N:12]=1)=[O:18], predict the reactants needed to synthesize it. The reactants are: [O:1]([C:8]1[CH:16]=[CH:15][C:11]2[N:12]=[CH:13][S:14][C:10]=2[CH:9]=1)[C:2]1[CH:7]=[CH:6][CH:5]=[CH:4][CH:3]=1.[C:17]([O-:20])([O-])=[O:18].[Cs+].[Cs+].[CH3:23]I.O. (3) Given the product [F:39][C:40]([F:45])([F:44])[C:41]([OH:43])=[O:42].[CH2:31]([N:15]([CH2:14][C:13]([N:9]1[CH2:10][CH2:11][CH2:12][C@@H:8]1[C:6]([OH:7])=[O:5])=[O:38])[CH2:16][C:17]([N:19]1[CH2:23][CH2:22][CH2:21][C@@H:20]1[C:24]([OH:26])=[O:25])=[O:18])[C:32]1[CH:33]=[CH:34][CH:35]=[CH:36][CH:37]=1, predict the reactants needed to synthesize it. The reactants are: C([O:5][C:6]([C@H:8]1[CH2:12][CH2:11][CH2:10][N:9]1[C:13](=[O:38])[CH2:14][N:15]([CH2:31][C:32]1[CH:37]=[CH:36][CH:35]=[CH:34][CH:33]=1)[CH2:16][C:17]([N:19]1[CH2:23][CH2:22][CH2:21][C@@H:20]1[C:24]([O:26]C(C)(C)C)=[O:25])=[O:18])=[O:7])(C)(C)C.[F:39][C:40]([F:45])([F:44])[C:41]([OH:43])=[O:42]. (4) Given the product [CH2:1]([NH:8][CH2:15][C:14]1[CH:17]=[CH:18][C:11]([O:10][CH3:9])=[C:12]([O:19][CH3:20])[CH:13]=1)[C:2]1[CH:7]=[CH:6][CH:5]=[CH:4][CH:3]=1, predict the reactants needed to synthesize it. The reactants are: [CH2:1]([NH2:8])[C:2]1[CH:7]=[CH:6][CH:5]=[CH:4][CH:3]=1.[CH3:9][O:10][C:11]1[CH:18]=[CH:17][C:14]([CH:15]=O)=[CH:13][C:12]=1[O:19][CH3:20].C(O[BH-](OC(=O)C)OC(=O)C)(=O)C.[Na+].C([O-])(O)=O.[Na+]. (5) Given the product [CH2:7]([N:14]1[CH2:19][CH2:18][NH:17][C@H:16]([CH2:21][C:22]2[CH:23]=[CH:24][C:25]([F:28])=[CH:26][CH:27]=2)[CH2:15]1)[C:8]1[CH:9]=[CH:10][CH:11]=[CH:12][CH:13]=1, predict the reactants needed to synthesize it. The reactants are: [H-].[Al+3].[Li+].[H-].[H-].[H-].[CH2:7]([N:14]1[CH2:19][C:18](=O)[NH:17][C@H:16]([CH2:21][C:22]2[CH:27]=[CH:26][C:25]([F:28])=[CH:24][CH:23]=2)[C:15]1=O)[C:8]1[CH:13]=[CH:12][CH:11]=[CH:10][CH:9]=1. (6) Given the product [CH3:37][N:1]1[CH2:2][CH:3]=[C:4]([C:7]2[CH:12]=[C:11]([C:13]([F:14])([F:16])[F:15])[CH:10]=[CH:9][C:8]=2[N:17]2[CH2:22][CH2:21][O:20][C:19]3[CH:23]=[C:24]([S:27]([NH:30][C:31]4[S:32][CH:33]=[CH:34][N:35]=4)(=[O:28])=[O:29])[CH:25]=[CH:26][C:18]2=3)[CH2:5][CH2:6]1, predict the reactants needed to synthesize it. The reactants are: [NH:1]1[CH2:6][CH:5]=[C:4]([C:7]2[CH:12]=[C:11]([C:13]([F:16])([F:15])[F:14])[CH:10]=[CH:9][C:8]=2[N:17]2[CH2:22][CH2:21][O:20][C:19]3[CH:23]=[C:24]([S:27]([NH:30][C:31]4[S:32][CH:33]=[CH:34][N:35]=4)(=[O:29])=[O:28])[CH:25]=[CH:26][C:18]2=3)[CH2:3][CH2:2]1.O.[C:37](O[BH-](OC(=O)C)OC(=O)C)(=O)C.[Na+].C([O-])(O)=O.[Na+]. (7) The reactants are: [N:1](OCCC(C)C)=[O:2].[CH3:9][C:10]([C:12]1[CH:17]=[CH:16][CH:15]=[C:14]([Cl:18])[CH:13]=1)=[O:11]. Given the product [Cl:18][C:14]1[CH:13]=[C:12]([C:10](=[O:11])[CH:9]=[N:1][OH:2])[CH:17]=[CH:16][CH:15]=1, predict the reactants needed to synthesize it.